Dataset: Reaction yield outcomes from USPTO patents with 853,638 reactions. Task: Predict the reaction yield, written as a fraction of the theoretical maximum amount of product (1.0 means a 100% yield; for example, 0.34 means a 34% yield). (1) The reactants are C(OO[CH:6]1[CH2:10][CH:9]([O:11][Si:12]([C:15]([CH3:18])([CH3:17])[CH3:16])([CH3:14])[CH3:13])[CH:8]=[CH:7]1)(=O)C.[K].[Cl:20][C:21]1[C:22]2[C:23]3[C:24](=[C:32]([CH3:35])[O:33][N:34]=3)[C:25](=[O:31])[NH:26][C:27]=2[CH:28]=[CH:29][CH:30]=1. The catalyst is CN(C=O)C.C(OCC)(=O)C.[Pd].C1(P(C2C=CC=CC=2)C2C=CC=CC=2)C=CC=CC=1.C1(P(C2C=CC=CC=2)C2C=CC=CC=2)C=CC=CC=1.C1(P(C2C=CC=CC=2)C2C=CC=CC=2)C=CC=CC=1.C1(P(C2C=CC=CC=2)C2C=CC=CC=2)C=CC=CC=1. The product is [Si:12]([O:11][CH:9]1[CH2:10][CH:6]([N:26]2[C:27]3[CH:28]=[CH:29][CH:30]=[C:21]([Cl:20])[C:22]=3[C:23]3=[N:34][O:33][C:32]([CH3:35])=[C:24]3[C:25]2=[O:31])[CH:7]=[CH:8]1)([C:15]([CH3:16])([CH3:17])[CH3:18])([CH3:13])[CH3:14]. The yield is 0.670. (2) The reactants are [OH:1][C:2]1[CH:3]=[C:4]([NH:17]C(=O)C)[CH:5]=[CH:6][C:7]=1[C:8]([CH3:16])([CH3:15])[CH2:9][O:10][CH2:11][CH2:12][O:13][CH3:14].Cl.C([O-])([O-])=O.[Na+].[Na+]. No catalyst specified. The product is [CH3:14][O:13][CH2:12][CH2:11][O:10][CH2:9][C:8]([C:7]1[CH:6]=[CH:5][C:4]([NH2:17])=[CH:3][C:2]=1[OH:1])([CH3:16])[CH3:15]. The yield is 0.0600. (3) The product is [CH2:1]([O:5][C:6]1[CH:10]=[C:9]([CH2:11][CH2:12][S:13]([NH:16][C:36](=[O:37])[O:38][CH2:39][CH2:40][O:41][CH3:42])(=[O:14])=[O:15])[N:8]([CH2:17][C:18]2[CH:23]=[CH:22][C:21]([Cl:24])=[CH:20][C:19]=2[Cl:25])[N:7]=1)[CH2:2][CH2:3][CH3:4]. The reactants are [CH2:1]([O:5][C:6]1[CH:10]=[C:9]([CH2:11][CH2:12][S:13]([NH2:16])(=[O:15])=[O:14])[N:8]([CH2:17][C:18]2[CH:23]=[CH:22][C:21]([Cl:24])=[CH:20][C:19]=2[Cl:25])[N:7]=1)[CH2:2][CH2:3][CH3:4].C(N(CC)C(C)C)(C)C.Cl[C:36]([O:38][CH2:39][CH2:40][O:41][CH3:42])=[O:37]. The yield is 0.750. The catalyst is CN(C)C1C=CN=CC=1.CN(C)C(=O)C. (4) The reactants are [CH3:1][N:2]([C@@H:9]([C:11]1[S:15][C:14]2[CH:16]=[CH:17][CH:18]=[CH:19][C:13]=2[C:12]=1[CH3:20])[CH3:10])[S@@](C(C)(C)C)=O.C(O)(C(F)(F)F)=O. The catalyst is CCO. The yield is 0.950. The product is [CH3:1][NH:2][C@@H:9]([C:11]1[S:15][C:14]2[CH:16]=[CH:17][CH:18]=[CH:19][C:13]=2[C:12]=1[CH3:20])[CH3:10]. (5) The reactants are [H-].[Na+].[OH:3][C:4]1[CH:11]=[CH:10][C:7]([CH:8]=[O:9])=[CH:6][CH:5]=1.Br[CH2:13][CH2:14][CH2:15][Cl:16]. The catalyst is CN(C)C=O. The product is [Cl:16][CH2:15][CH2:14][CH2:13][O:3][C:4]1[CH:11]=[CH:10][C:7]([CH:8]=[O:9])=[CH:6][CH:5]=1. The yield is 0.800. (6) The yield is 0.340. The reactants are [F:1][C:2]1[CH:10]=[CH:9][C:8]2[N:7]([CH2:11][C:12]3[CH:21]=[CH:20][C:15]([C:16]([O:18][CH3:19])=[O:17])=[CH:14][CH:13]=3)[C:6]3[CH2:22][CH2:23][N:24]([CH2:27][CH2:28]O)[C:25](=[O:26])[C:5]=3[C:4]=2[CH:3]=1.CCN(C(C)C)C(C)C.CS(Cl)(=O)=O.[CH3:44][O:45][CH2:46][C@@H:47]1[CH2:51][CH2:50][CH2:49][NH:48]1. The catalyst is C(#N)C. The product is [CH3:19][O:18][C:16](=[O:17])[C:15]1[CH:20]=[CH:21][C:12]([CH2:11][N:7]2[C:8]3[CH:9]=[CH:10][C:2]([F:1])=[CH:3][C:4]=3[C:5]3[C:25](=[O:26])[N:24]([CH2:27][CH2:28][N:48]4[CH2:49][CH2:50][CH2:51][C@H:47]4[CH2:46][O:45][CH3:44])[CH2:23][CH2:22][C:6]2=3)=[CH:13][CH:14]=1.